Dataset: Full USPTO retrosynthesis dataset with 1.9M reactions from patents (1976-2016). Task: Predict the reactants needed to synthesize the given product. (1) The reactants are: [C:1]([O:5][C:6]([N:8]1[CH2:13][CH2:12][CH2:11][CH:10]([C:14]2[CH:19]=[CH:18][CH:17]=[C:16]([OH:20])[CH:15]=2)[CH2:9]1)=[O:7])([CH3:4])([CH3:3])[CH3:2].[OH2:21].Cl[C:23](Cl)(Cl)[C:24]([CH3:27])(O)[CH3:25].[OH-:30].[Na+]. Given the product [C:1]([O:5][C:6]([N:8]1[CH2:13][CH2:12][CH2:11][CH:10]([C:14]2[CH:19]=[CH:18][CH:17]=[C:16]([O:20][C:24]([C:23]([OH:30])=[O:21])([CH3:25])[CH3:27])[CH:15]=2)[CH2:9]1)=[O:7])([CH3:4])([CH3:2])[CH3:3], predict the reactants needed to synthesize it. (2) Given the product [F:23][C:22]([F:25])([F:24])[C:20]1[CH:19]=[CH:18][N:17]=[C:16]([N:5]2[CH2:6][C@@H:1]3[CH2:7][C@H:4]2[CH2:3][N:2]3[C:8]([O:10][C:11]([CH3:14])([CH3:13])[CH3:12])=[O:9])[CH:21]=1, predict the reactants needed to synthesize it. The reactants are: [C@H:1]12[CH2:7][C@H:4]([NH:5][CH2:6]1)[CH2:3][N:2]2[C:8]([O:10][C:11]([CH3:14])([CH3:13])[CH3:12])=[O:9].Cl[C:16]1[CH:21]=[C:20]([C:22]([F:25])([F:24])[F:23])[CH:19]=[CH:18][N:17]=1.C(N(CC)CC)C.